This data is from Full USPTO retrosynthesis dataset with 1.9M reactions from patents (1976-2016). The task is: Predict the reactants needed to synthesize the given product. (1) Given the product [Br:3][C:4]1[C:9]([F:10])=[CH:8][C:7]([CH2:18][OH:19])=[CH:6][C:5]=1[F:12], predict the reactants needed to synthesize it. The reactants are: N#N.[Br:3][C:4]1[C:9]([F:10])=[CH:8][C:7](I)=[CH:6][C:5]=1[F:12].[Li]CCCC.[C:18](=O)=[O:19].S(C)C. (2) The reactants are: C(N(S(F)(F)[F:7])CC)C.[F:10][C:11]([F:33])([F:32])[C:12]1[N:16]2[N:17]=[C:18]([N:21]3[CH2:26][CH2:25][CH:24]([CH2:27][O:28][CH2:29][CH2:30]O)[CH2:23][CH2:22]3)[CH:19]=[CH:20][C:15]2=[N:14][N:13]=1. Given the product [F:7][CH2:30][CH2:29][O:28][CH2:27][CH:24]1[CH2:25][CH2:26][N:21]([C:18]2[CH:19]=[CH:20][C:15]3[N:16]([C:12]([C:11]([F:33])([F:32])[F:10])=[N:13][N:14]=3)[N:17]=2)[CH2:22][CH2:23]1, predict the reactants needed to synthesize it.